From a dataset of Catalyst prediction with 721,799 reactions and 888 catalyst types from USPTO. Predict which catalyst facilitates the given reaction. The catalyst class is: 1. Product: [CH2:1]([O:3][C:4]1[CH:5]=[C:6]([CH2:13][CH2:14][CH2:15][NH:17][CH3:18])[CH:7]=[CH:8][C:9]=1[O:10][CH2:11][CH3:12])[CH3:2]. Reactant: [CH2:1]([O:3][C:4]1[CH:5]=[C:6]([CH2:13][CH2:14][C:15]([NH:17][CH3:18])=O)[CH:7]=[CH:8][C:9]=1[O:10][CH2:11][CH3:12])[CH3:2].[H-].[H-].[H-].[H-].[Li+].[Al+3].[OH-].[Na+].